Dataset: M1 muscarinic receptor agonist screen with 61,833 compounds. Task: Binary Classification. Given a drug SMILES string, predict its activity (active/inactive) in a high-throughput screening assay against a specified biological target. The molecule is Brc1c(S(=O)(=O)NCC2OCCC2)cc(Cl)cc1. The result is 0 (inactive).